From a dataset of Full USPTO retrosynthesis dataset with 1.9M reactions from patents (1976-2016). Predict the reactants needed to synthesize the given product. (1) Given the product [CH3:19][O:20][C:21]1[CH:27]=[C:26]([B:28]2[O:29][C:30]([CH3:35])([CH3:36])[C:31]([CH3:34])([CH3:33])[O:32]2)[CH:25]=[CH:24][C:22]=1[NH:23][C:16]([C:9]1[C:10]2[C:15](=[CH:14][CH:13]=[CH:12][CH:11]=2)[NH:7][CH:8]=1)=[O:18], predict the reactants needed to synthesize it. The reactants are: C(Cl)(=O)C(Cl)=O.[NH:7]1[C:15]2[C:10](=[CH:11][CH:12]=[CH:13][CH:14]=2)[C:9]([C:16]([OH:18])=O)=[CH:8]1.[CH3:19][O:20][C:21]1[CH:27]=[C:26]([B:28]2[O:32][C:31]([CH3:34])([CH3:33])[C:30]([CH3:36])([CH3:35])[O:29]2)[CH:25]=[CH:24][C:22]=1[NH2:23].N1C=CC=CC=1. (2) The reactants are: [C:1]([O:4][CH2:5][CH:6]1[CH2:10][CH2:9][N:8]([C:11]2[CH:16]=[CH:15][C:14]([Br:17])=[CH:13][C:12]=2[CH:18]=O)[CH2:7]1)(=[O:3])[CH3:2].C1(P(C2C=CC=CC=2)(C2C=CC=CC=2)=[C:27]([CH3:35])[C:28]([O:30][C:31]([CH3:34])([CH3:33])[CH3:32])=[O:29])C=CC=CC=1.O. Given the product [C:1]([O:4][CH2:5][CH:6]1[CH2:10][CH2:9][N:8]([C:11]2[CH:16]=[CH:15][C:14]([Br:17])=[CH:13][C:12]=2/[CH:18]=[C:27](\[CH3:35])/[C:28]([O:30][C:31]([CH3:34])([CH3:33])[CH3:32])=[O:29])[CH2:7]1)(=[O:3])[CH3:2], predict the reactants needed to synthesize it. (3) The reactants are: [C:1]([C:3]1[C:4]([NH:24][C:25]2[CH:26]=[C:27]3[C:31](=[CH:32][CH:33]=2)[NH:30][CH:29]=[CH:28]3)=[C:5]([C:9]2[CH:10]=[C:11]([C:15]3[CH:20]=[CH:19][C:18]([C:21]([OH:23])=O)=[CH:17][CH:16]=3)[CH:12]=[CH:13][CH:14]=2)[CH:6]=[N:7][CH:8]=1)#[N:2].F[P-](F)(F)(F)(F)F.[N:41]1(O[P+](N(C)C)(N(C)C)N(C)C)[C:45]2C=CC=CC=2N=N1.CN.CO. Given the product [C:1]([C:3]1[C:4]([NH:24][C:25]2[CH:26]=[C:27]3[C:31](=[CH:32][CH:33]=2)[NH:30][CH:29]=[CH:28]3)=[C:5]([C:9]2[CH:10]=[C:11]([C:15]3[CH:16]=[CH:17][C:18]([C:21]([NH:41][CH3:45])=[O:23])=[CH:19][CH:20]=3)[CH:12]=[CH:13][CH:14]=2)[CH:6]=[N:7][CH:8]=1)#[N:2], predict the reactants needed to synthesize it. (4) Given the product [C:5]([C:4]1[CH:3]=[C:2]([CH2:15][C:14]([CH3:16])=[O:13])[CH:9]=[CH:8][CH:7]=1)#[N:6], predict the reactants needed to synthesize it. The reactants are: Br[C:2]1[CH:3]=[C:4]([CH:7]=[CH:8][CH:9]=1)[C:5]#[N:6].C([O:13][C:14]([CH3:16])=[CH2:15])(=O)C. (5) Given the product [F:1][C:2]1[CH:10]=[CH:9][CH:8]=[C:7]2[C:3]=1[C:4](=[O:6])[N:15]([C:16]1[CH:17]=[N:18][CH:19]=[CH:20][CH:21]=1)[C:12]([CH3:13])=[CH:11]2, predict the reactants needed to synthesize it. The reactants are: [F:1][C:2]1[CH:10]=[CH:9][CH:8]=[C:7]([CH2:11][C:12](=O)[CH3:13])[C:3]=1[C:4]([OH:6])=O.[NH2:15][C:16]1[CH:17]=[N:18][CH:19]=[CH:20][CH:21]=1.O.